From a dataset of Reaction yield outcomes from USPTO patents with 853,638 reactions. Predict the reaction yield, written as a fraction of the theoretical maximum amount of product (1.0 means a 100% yield; for example, 0.34 means a 34% yield). (1) The reactants are [NH2:1][C:2]1[CH:9]=[CH:8][C:7]([Cl:10])=[CH:6][C:3]=1[CH:4]=O.CC1(C)[O:17][C:16](=O)[CH:15]=[C:14]([CH3:19])[O:13]1. No catalyst specified. The product is [C:14]([C:15]1[C:16](=[O:17])[NH:1][C:2]2[C:3]([CH:4]=1)=[CH:6][C:7]([Cl:10])=[CH:8][CH:9]=2)(=[O:13])[CH3:19]. The yield is 0.463. (2) The reactants are C[O-].[Na+].[NH2:4][C:5]1[CH:6]=[C:7]([CH:10]=[CH:11][CH:12]=1)[C:8]#[N:9].[CH:13](=O)[CH3:14].[BH4-].[Na+].[OH-].[Na+]. The catalyst is CO. The product is [CH2:13]([NH:4][C:5]1[CH:6]=[C:7]([CH:10]=[CH:11][CH:12]=1)[C:8]#[N:9])[CH3:14]. The yield is 0.702. (3) The reactants are [CH3:1][C:2]1([OH:15])[C:7]([CH3:13])([CH2:8][CH:9]=[C:10]([CH3:12])[CH3:11])[CH2:6][CH2:5][CH:4]=[C:3]1[CH3:14].[Li][CH2:17]CCC.CI. The catalyst is C1COCC1. The product is [CH3:17][O:15][C:2]1([CH3:1])[C:3]([CH3:14])=[CH:4][CH2:5][CH2:6][C:7]1([CH3:13])[CH2:8][CH:9]=[C:10]([CH3:12])[CH3:11]. The yield is 0.930.